From a dataset of Full USPTO retrosynthesis dataset with 1.9M reactions from patents (1976-2016). Predict the reactants needed to synthesize the given product. (1) Given the product [CH2:15]([N:6]1[C:5]2[CH:4]=[CH:3][C:2]([NH:1][C:21](=[O:22])[C:20]3[CH:24]=[CH:25][CH:26]=[CH:27][C:19]=3[O:18][CH3:17])=[CH:14][C:13]=2[C:12]2[C:7]1=[CH:8][CH:9]=[CH:10][CH:11]=2)[CH3:16], predict the reactants needed to synthesize it. The reactants are: [NH2:1][C:2]1[CH:3]=[CH:4][C:5]2[N:6]([CH2:15][CH3:16])[C:7]3[C:12]([C:13]=2[CH:14]=1)=[CH:11][CH:10]=[CH:9][CH:8]=3.[CH3:17][O:18][C:19]1[CH:27]=[CH:26][CH:25]=[CH:24][C:20]=1[C:21](Cl)=[O:22]. (2) Given the product [CH2:38]([O:37][C:34]1[CH:33]=[CH:32][C:31]([N:30]2[CH:40]=[N:1][C:2]3[C:3]2=[N:4][C:5]([NH:8][C:9]2[CH:10]=[N:11][N:12]([CH2:14][CH2:15][CH2:16][CH:17]4[CH2:22][CH2:21][N:20]([C:23]([O:25][C:26]([CH3:28])([CH3:29])[CH3:27])=[O:24])[CH2:19][CH2:18]4)[CH:13]=2)=[N:6][CH:7]=3)=[CH:36][CH:35]=1)[CH3:39], predict the reactants needed to synthesize it. The reactants are: [NH2:1][C:2]1[C:3]([NH:30][C:31]2[CH:36]=[CH:35][C:34]([O:37][CH2:38][CH3:39])=[CH:33][CH:32]=2)=[N:4][C:5]([NH:8][C:9]2[CH:10]=[N:11][N:12]([CH2:14][CH2:15][CH2:16][CH:17]3[CH2:22][CH2:21][N:20]([C:23]([O:25][C:26]([CH3:29])([CH3:28])[CH3:27])=[O:24])[CH2:19][CH2:18]3)[CH:13]=2)=[N:6][CH:7]=1.[CH:40](OC)(OC)OC. (3) Given the product [Si:13]([O:20][CH:21]([C:26]1[CH:31]=[CH:30][C:29]([N:32]([CH2:33][CH2:34][C:35]([O:37][CH2:38][CH3:39])=[O:36])[C:4](=[O:5])[CH2:3][C:1]#[N:2])=[CH:28][CH:27]=1)[C:22]([CH3:25])([CH3:24])[CH3:23])([C:16]([CH3:17])([CH3:19])[CH3:18])([CH3:15])[CH3:14], predict the reactants needed to synthesize it. The reactants are: [C:1]([CH2:3][C:4](O)=[O:5])#[N:2].C(Cl)(=O)C(Cl)=O.[Si:13]([O:20][CH:21]([C:26]1[CH:31]=[CH:30][C:29]([NH:32][CH2:33][CH2:34][C:35]([O:37][CH2:38][CH3:39])=[O:36])=[CH:28][CH:27]=1)[C:22]([CH3:25])([CH3:24])[CH3:23])([C:16]([CH3:19])([CH3:18])[CH3:17])([CH3:15])[CH3:14].C(N(CC)CC)C.